The task is: Binary Classification. Given a miRNA mature sequence and a target amino acid sequence, predict their likelihood of interaction.. This data is from Experimentally validated miRNA-target interactions with 360,000+ pairs, plus equal number of negative samples. (1) The miRNA is mmu-miR-7020-3p with sequence AACCCCUCUCUUCUCUCCCAG. The protein sequence of the target gene is MQPASAKWYDRRDYVFIEFCVEDSKDVNVNFEKSKLTFSCLGGSDNFKHLNEIDLFHCIDPNDSKHKRTDRSILCCLRKGESGQSWPRLTKERAKLNWLSVDFNNWKDWEDDSDEDMSNFDRFSEMMNNMGGDEDVDLPEVDGADDDSQDSDDEKMPDLE. Result: 0 (no interaction). (2) The miRNA is hsa-miR-1296-5p with sequence UUAGGGCCCUGGCUCCAUCUCC. The protein sequence of the target gene is MLIKQHKQVWWQEQERLKGIRCKLESEIRSCLNEESIGSECFCELMNFEKELSEEWCAYLTAVIDPIQQLRTGLKRWYPTSQSAPCHEGSDATEVLEEVDFVKKQSKAAFERLHQEQWHLEEDLLDLSVKLLDHSSEEKPNLLSEQPMELVTLDCPYPDLKSSILNEFCNFTERYQEKLEDFDLQLEDIRSNFQLSAEEHWTYQAVLDQYPGNLLGRRALYLDMLQRYFPHKSRHHLVEHEKYCDQYHFAREQRRILIDNWSRSRKDFIQKAMLTLLEACAAHEMGSLLAKDRRRQQELC.... Result: 0 (no interaction). (3) The miRNA is hsa-miR-330-3p with sequence GCAAAGCACACGGCCUGCAGAGA. The protein sequence of the target gene is MGQCRSANAEDAQEFSDVERAIETLIKNFHQYSVEGGKETLTPSELRDLVTQQLPHLMPSNCGLEEKIANLGSCNDSKLEFRSFWELIGEAAKSVKLERPVRGH. Result: 0 (no interaction). (4) The miRNA is hsa-miR-185-5p with sequence UGGAGAGAAAGGCAGUUCCUGA. The protein sequence of the target gene is MSEETVPEAASPPPPQGQPYFDRFSEDDPEYMRLRNRAADLRQDFNLMEQKKRVTMILQSPSFREELEGLIQEQMKKGNNSSNIWALRQIADFMASTSHAVFPTSSMNVSMMTPINDLHTADSLNLAKGERLMRCKISSVYRLLDLYGWAQLSDTYVTLRVSKEQDHFLISPKGVSCSEVTASSLIKVNILGEVVEKGSSCFPVDTTGFCLHSAIYAARPDVRCIIHLHTPATAAVSAMKWGLLPVSHNALLVGDMAYYDFNGEMEQEADRINLQKCLGPTCKILVLRNHGVVALGDTVE.... Result: 1 (interaction). (5) The miRNA is hsa-miR-671-5p with sequence AGGAAGCCCUGGAGGGGCUGGAG. The protein sequence of the target gene is MSKPAGSTSRILDIPCKVCGDRSSGKHYGVYACDGCSGFFKRSIRRNRTYVCKSGNQGGCPVDKTHRNQCRACRLKKCLEVNMNKDAVQHERGPRTSTIRKQVALYFRGHKEDNGAAAHFPSTALPAPAFFTAVTQLEPHGLELAAVSATPERQTLVSLAQPTPKYPHEVNGTPMYLYEVATESVCESAARLLFMSIKWAKSVPAFSTLSLQDQLMLLEDAWRELFVLGIAQWAIPVDANTLLAVSGMNTDNTDSQKLNKIISEIQALQEVVARFRQLRLDATEFACLKCIVTFKAVPTH.... Result: 0 (no interaction). (6) The miRNA is hsa-miR-3689f with sequence UGUGAUAUCGUGCUUCCUGGGA. The protein sequence of the target gene is MASSGGGNTGAGGTSGLGLGLGLSLGMGEATGDAEEEAAAAEAVGRLATSLWLRLRGWEAVLAAAQRLLVWEKPLHSLVTAATLNGLFWLLSSSSLRPFFLLSISLLTYFLLDLWHPRFLPDVSAPPPEEPHSDSEGAGSGAQPHLLSVPELCRYLAESWLTFQIHLQELLQYKRQNPAQFCARGCAACAVLAVLGHYVPGVMISYIVLLSILLWPLVVYHELIQRMYTRLEPLLMQLDYSMKAEADALHHKHDKRKRQGKSAPPAGDEPLAETESESEAELAGFSPVVDVKKTALALAI.... Result: 0 (no interaction). (7) The miRNA is mmu-miR-6999-5p with sequence AAGGAAGGAGAGUCAGCAAGCAC. The protein sequence of the target gene is MSLSPKHTTPFSVSDILSPIEETYKKFSGAMDGAPPGLGAPLGAAAAYRAPPPGPSSQAATVAGMQPSHAMAGHNAAAAAAAAAAAAAAAATYHMPPGVSQFPHGAMGSYCNGGLGNMGELPAYTDGMRGGAATGWYGANPDPRYSSISRFMGPSAGVNVAGMGSLTGIADAAKSLGPLHAAAAAAAPRRKRRVLFSQAQVYELERRFKQQKYLSAPEREHLASMIHLTPTQVKIWFQNHRYKMKRQAKDKAAQQLQQEGGLGPPPPPPPSPRRVAVPVLVKDGKPCQNGASTPTPGQAG.... Result: 0 (no interaction).